Dataset: Catalyst prediction with 721,799 reactions and 888 catalyst types from USPTO. Task: Predict which catalyst facilitates the given reaction. (1) Reactant: [F:1][C:2]1[CH:3]=[C:4]([CH:9]=[CH:10][C:11]=1[C:12]#[C:13][CH2:14][O:15][CH3:16])[C:5]([O:7]C)=[O:6].CO.[OH-].[Na+]. Product: [F:1][C:2]1[CH:3]=[C:4]([CH:9]=[CH:10][C:11]=1[C:12]#[C:13][CH2:14][O:15][CH3:16])[C:5]([OH:7])=[O:6]. The catalyst class is: 1. (2) Reactant: [Br:1][C:2]1[C:10]2[C:9]([NH2:11])=[CH:8][C:7]([CH3:12])=[N:6][C:5]=2[S:4][C:3]=1[CH3:13].CC(C)([O-])C.[K+].[Cl:20][C:21]1[CH:22]=[C:23]([S:27](Cl)(=[O:29])=[O:28])[CH:24]=[CH:25][CH:26]=1. Product: [Br:1][C:2]1[C:10]2[C:5](=[N:6][C:7]([CH3:12])=[CH:8][C:9]=2[NH:11][S:27]([C:23]2[CH:24]=[CH:25][CH:26]=[C:21]([Cl:20])[CH:22]=2)(=[O:29])=[O:28])[S:4][C:3]=1[CH3:13]. The catalyst class is: 1. (3) Reactant: FC(F)(F)C([N:5]([C@@H:13]1[CH2:15][C@H:14]1[C:16]1[CH:21]=[CH:20][CH:19]=[CH:18][CH:17]=1)[CH2:6][CH:7]1[CH2:12][CH2:11][NH:10][CH2:9][CH2:8]1)=O.[N:24]([C:27]1[CH:32]=[CH:31][CH:30]=[CH:29][CH:28]=1)=[C:25]=[O:26].[NH4+].[Cl-]. Product: [C:27]1([NH:24][C:25]([N:10]2[CH2:9][CH2:8][CH:7]([CH2:6][NH:5][C@@H:13]3[CH2:15][C@H:14]3[C:16]3[CH:17]=[CH:18][CH:19]=[CH:20][CH:21]=3)[CH2:12][CH2:11]2)=[O:26])[CH:32]=[CH:31][CH:30]=[CH:29][CH:28]=1. The catalyst class is: 22. (4) Reactant: Br[CH2:2][C@H:3]([OH:22])[C@@H:4]([NH:14][C:15](=[O:21])[O:16][C:17]([CH3:20])([CH3:19])[CH3:18])[CH2:5][C:6]1[CH:11]=[C:10]([F:12])[CH:9]=[C:8]([F:13])[CH:7]=1.C(OCC)(=O)C.[OH-].[K+]. Product: [F:13][C:8]1[CH:7]=[C:6]([CH2:5][C@H:4]([NH:14][C:15](=[O:21])[O:16][C:17]([CH3:20])([CH3:19])[CH3:18])[C@@H:3]2[CH2:2][O:22]2)[CH:11]=[C:10]([F:12])[CH:9]=1. The catalyst class is: 8. (5) Reactant: C([O:8][C:9]1[CH:14]=[CH:13][C:12]([C:15]2[C:23]3[C:22]([NH2:24])=[N:21][CH:20]=[N:19][C:18]=3[N:17]([CH:25]3[CH2:30][CH2:29][O:28][CH2:27][CH2:26]3)[CH:16]=2)=[CH:11][CH:10]=1)C1C=CC=CC=1.C([O-])=O.[NH4+]. Product: [NH2:24][C:22]1[C:23]2[C:15]([C:12]3[CH:11]=[CH:10][C:9]([OH:8])=[CH:14][CH:13]=3)=[CH:16][N:17]([CH:25]3[CH2:30][CH2:29][O:28][CH2:27][CH2:26]3)[C:18]=2[N:19]=[CH:20][N:21]=1. The catalyst class is: 63. (6) Reactant: Br[C:2]1[S:3][C:4]2[CH:10]=[C:9](O[Si](C(C)(C)C)(C)C)[CH:8]=[CH:7][C:5]=2[N:6]=1.CC1(C)C(C)(C)OB([C:27]2[CH:28]=[CH:29][C:30]([NH2:33])=[N:31][CH:32]=2)O1.C(=O)([O-])[O-].[K+].[K+].[CH2:41](Cl)Cl.[CH3:44][N:45](C=O)C. Product: [CH3:44][NH:45][C:9]1[CH:8]=[CH:7][C:5]2[N:6]=[C:2]([C:27]3[CH:32]=[N:31][C:30]([NH:33][CH3:41])=[CH:29][CH:28]=3)[S:3][C:4]=2[CH:10]=1. The catalyst class is: 140. (7) Reactant: [CH3:1][O:2][C:3]1[C:8]([CH3:9])=[CH:7][C:6]([CH3:10])=[CH:5][C:4]=1[OH:11].FC(F)(F)S(O)(=O)=O. Product: [CH3:1][O:2][C:3]1[C:4]2[O:11][C:6]([CH3:10])([CH3:7])[CH2:5][C:5]=2[C:6]([CH3:10])=[CH:7][C:8]=1[CH3:9]. The catalyst class is: 194. (8) Reactant: [Cl:1][C:2]1[CH:3]=[CH:4][C:5]2[S:9][C:8]([CH2:10][O:11][C:12]3[C:13]([F:23])=[C:14]([C:19](=[N:21][OH:22])[NH2:20])[C:15]([F:18])=[CH:16][CH:17]=3)=[N:7][C:6]=2[CH:24]=1.[OH-].[Na+].[CH3:27]OS(OC)(=O)=O.O. Product: [Cl:1][C:2]1[CH:3]=[CH:4][C:5]2[S:9][C:8]([CH2:10][O:11][C:12]3[C:13]([F:23])=[C:14]([C:19](=[N:21][O:22][CH3:27])[NH2:20])[C:15]([F:18])=[CH:16][CH:17]=3)=[N:7][C:6]=2[CH:24]=1. The catalyst class is: 1. (9) Reactant: Br[CH:2]([CH:13]([CH3:15])[CH3:14])[CH2:3][N-:4][C:5]1[CH:10]=[C:9]([CH3:11])[CH:8]=[CH:7][C:6]=1[OH:12].C(=O)([O-])[O-:17].[K+].[K+].Cl.O. Product: [CH:13]([CH:2]1[C:3](=[O:17])[NH:4][C:5]2[CH:10]=[C:9]([CH3:11])[CH:8]=[CH:7][C:6]=2[O:12]1)([CH3:15])[CH3:14]. The catalyst class is: 9. (10) Reactant: [Cl:1][C:2]1[N:7]=[CH:6][N:5]=[C:4]([NH2:8])[C:3]=1[N+:9]([O-])=O.Cl. Product: [Cl:1][C:2]1[N:7]=[CH:6][N:5]=[C:4]([NH2:8])[C:3]=1[NH2:9]. The catalyst class is: 190.